This data is from Reaction yield outcomes from USPTO patents with 853,638 reactions. The task is: Predict the reaction yield, written as a fraction of the theoretical maximum amount of product (1.0 means a 100% yield; for example, 0.34 means a 34% yield). (1) The product is [Br:6][C:7]1[CH:8]=[C:9]2[C:13](=[CH:14][CH:15]=1)[NH:12][CH:11]=[C:10]2[CH:16]([CH3:17])[C:19]#[N:21]. The catalyst is C(Cl)Cl. The yield is 0.750. The reactants are CS(Cl)(=O)=O.[Br:6][C:7]1[CH:8]=[C:9]2[C:13](=[CH:14][CH:15]=1)[NH:12][CH:11]=[C:10]2[CH2:16][CH2:17]O.[CH2:19]([N:21](CC)CC)C.[OH-].[Na+].[C-]#N.[K+]. (2) The reactants are Cl[CH2:2][CH2:3][N:4]1[C:16]2[C:15]3[N:14]=[C:13]([S:17][CH3:18])[N:12]=[CH:11][C:10]=3[CH2:9][CH2:8][C:7]=2[C:6]([C:19]([NH2:21])=[O:20])=[N:5]1.CN1CCNCC1.C(=O)([O-])[O-].[Cs+].[Cs+]. The catalyst is CO. The product is [CH:3]([N:4]1[C:16]2[C:15]3[N:14]=[C:13]([S:17][CH3:18])[N:12]=[CH:11][C:10]=3[CH2:9][CH2:8][C:7]=2[C:6]([C:19]([NH2:21])=[O:20])=[N:5]1)=[CH2:2]. The yield is 0.350. (3) The reactants are [C:1]([N:4]1[CH2:9][CH2:8][N:7]([CH2:10][CH2:11][CH2:12][O:13][C:14]2[CH:23]=[C:22]3[C:17]([C:18](Cl)=[N:19][CH:20]=[N:21]3)=[CH:16][C:15]=2[O:25][CH3:26])[CH2:6][CH2:5]1)(=[O:3])[CH3:2].[F:27][C:28]1[C:36]([OH:37])=[CH:35][CH:34]=[C:33]2[C:29]=1[CH:30]=[C:31]([CH3:38])[NH:32]2.C(=O)([O-])[O-].[Cs+].[Cs+]. The catalyst is CC(C)=O. The product is [C:1]([N:4]1[CH2:9][CH2:8][N:7]([CH2:10][CH2:11][CH2:12][O:13][C:14]2[CH:23]=[C:22]3[C:17]([C:18]([O:37][C:36]4[C:28]([F:27])=[C:29]5[C:33](=[CH:34][CH:35]=4)[NH:32][C:31]([CH3:38])=[CH:30]5)=[N:19][CH:20]=[N:21]3)=[CH:16][C:15]=2[O:25][CH3:26])[CH2:6][CH2:5]1)(=[O:3])[CH3:2]. The yield is 0.770. (4) The reactants are [NH:1]1[C:9]2[C:4](=[CH:5][CH:6]=[CH:7][CH:8]=2)[C:3]([C:10](=[O:18])[CH2:11][N:12]2[CH2:17][CH2:16][CH2:15][CH2:14][CH2:13]2)=[CH:2]1.[H-].[Na+].[F:21][C:22]1[CH:41]=[CH:40][C:25]([CH2:26][NH:27][C:28]([C:30]2[CH:35]=[CH:34][C:33]([S:36](Cl)(=[O:38])=[O:37])=[CH:32][CH:31]=2)=[O:29])=[CH:24][CH:23]=1. The catalyst is CN(C=O)C. The product is [F:21][C:22]1[CH:23]=[CH:24][C:25]([CH2:26][NH:27][C:28](=[O:29])[C:30]2[CH:35]=[CH:34][C:33]([S:36]([N:1]3[C:9]4[C:4](=[CH:5][CH:6]=[CH:7][CH:8]=4)[C:3]([C:10](=[O:18])[CH2:11][N:12]4[CH2:13][CH2:14][CH2:15][CH2:16][CH2:17]4)=[CH:2]3)(=[O:37])=[O:38])=[CH:32][CH:31]=2)=[CH:40][CH:41]=1. The yield is 0.570. (5) The reactants are [H-].[Na+].[CH2:3]([O:10][CH2:11][CH2:12][O:13][CH2:14][CH2:15][O:16][CH2:17][CH2:18][O:19][CH2:20][CH2:21][O:22][CH2:23][CH2:24][O:25][CH2:26][CH2:27][OH:28])[C:4]1[CH:9]=[CH:8][CH:7]=[CH:6][CH:5]=1.CS(O[CH2:34][CH2:35][CH2:36][CH2:37][CH2:38][C:39]([O:41][CH2:42][CH3:43])=[O:40])(=O)=O. The catalyst is C1(C)C=CC=CC=1. The product is [CH2:42]([O:41][C:39](=[O:40])[CH2:38][CH2:37][CH2:36][CH2:35][CH2:34][O:28][CH2:27][CH2:26][O:25][CH2:24][CH2:23][O:22][CH2:21][CH2:20][O:19][CH2:18][CH2:17][O:16][CH2:15][CH2:14][O:13][CH2:12][CH2:11][O:10][CH2:3][C:4]1[CH:5]=[CH:6][CH:7]=[CH:8][CH:9]=1)[CH3:43]. The yield is 0.440. (6) The reactants are [CH3:1][O:2][C:3](=[O:22])[C@@H:4]([NH:14][C:15]([O:17]C(C)(C)C)=O)[CH2:5][C:6]1[CH:11]=[CH:10][C:9]([O:12][CH3:13])=[CH:8][CH:7]=1.C(O)(C(F)(F)F)=O.[CH2:30]([O:37][C:38]([NH:40][C@@H:41](C)[C:42](O)=O)=[O:39])[C:31]1[CH:36]=[CH:35][CH:34]=[CH:33][CH:32]=1.CN(C(ON1N=NC2C=CC=NC1=2)=[N+](C)C)C.F[P-](F)(F)(F)(F)F.C(N(CC)C(C)C)(C)C. The catalyst is C(Cl)Cl. The product is [CH3:1][O:2][C:3](=[O:22])[C@@H:4]([NH:14][C:15](=[O:17])[C@@H:41]([NH:40][C:38]([O:37][CH2:30][C:31]1[CH:36]=[CH:35][CH:34]=[CH:33][CH:32]=1)=[O:39])[CH3:42])[CH2:5][C:6]1[CH:7]=[CH:8][C:9]([O:12][CH3:13])=[CH:10][CH:11]=1. The yield is 0.810. (7) The reactants are [CH3:1][C:2]1[S:9][C:8]2[CH:7]=[C:6]([C:10]3[S:14][C:13]([C:15](OCC)=[O:16])=[N:12][N:11]=3)[NH:5][C:4]=2[C:3]=1[N:20]([CH3:29])[S:21]([C:24]1[S:25][CH:26]=[CH:27][CH:28]=1)(=[O:23])=[O:22].[H-].[Al+3].[Li+].[H-].[H-].[H-].O.[OH-].[Na+]. The catalyst is O1CCCC1. The product is [OH:16][CH2:15][C:13]1[S:14][C:10]([C:6]2[NH:5][C:4]3[C:3]([N:20]([CH3:29])[S:21]([C:24]4[S:25][CH:26]=[CH:27][CH:28]=4)(=[O:22])=[O:23])=[C:2]([CH3:1])[S:9][C:8]=3[CH:7]=2)=[N:11][N:12]=1. The yield is 0.310.